From a dataset of Catalyst prediction with 721,799 reactions and 888 catalyst types from USPTO. Predict which catalyst facilitates the given reaction. (1) Product: [Cl:1][C:2]1[CH:3]=[CH:4][C:5]([O:9][CH3:10])=[C:6]([NH:7][NH2:11])[CH:8]=1. Reactant: [Cl:1][C:2]1[CH:3]=[CH:4][C:5]([O:9][CH3:10])=[C:6]([CH:8]=1)[NH2:7].[N:11]([O-])=O.[Na+].Cl[Sn]Cl. The catalyst class is: 126. (2) Reactant: [CH2:1]([O:4][C:5]1[CH:16]=[C:15]([N+:17]([O-])=O)[CH:14]=[CH:13][C:6]=1[C:7]([O:9][CH2:10][CH:11]=[CH2:12])=[O:8])[CH:2]=[CH2:3].Cl[Sn]Cl. Product: [CH2:1]([O:4][C:5]1[CH:16]=[C:15]([NH2:17])[CH:14]=[CH:13][C:6]=1[C:7]([O:9][CH2:10][CH:11]=[CH2:12])=[O:8])[CH:2]=[CH2:3]. The catalyst class is: 14.